Dataset: Full USPTO retrosynthesis dataset with 1.9M reactions from patents (1976-2016). Task: Predict the reactants needed to synthesize the given product. (1) The reactants are: Br[C:2]1[CH:3]=[C:4](Br)[C:5]2OC[N:8]([C:11]([CH3:14])([CH3:13])[CH3:12])[CH2:7][C:6]=2[CH:15]=1.[N:17]1[CH:22]=[CH:21][CH:20]=[C:19](B(O)O)[CH:18]=1.[C:26](=[O:29])([O-])[O-].[K+].[K+]. Given the product [C:11]([NH:8][CH2:7][C:6]1[CH:5]=[C:4]([C:19]2[CH:18]=[N:17][CH:22]=[CH:21][CH:20]=2)[CH:3]=[C:2]([C:15]2[CH:11]=[N:8][CH:7]=[CH:6][CH:5]=2)[C:26]=1[OH:29])([CH3:12])([CH3:13])[CH3:14], predict the reactants needed to synthesize it. (2) Given the product [CH3:12][C:11]1[CH:10]=[CH:9][C:3]2[C:4](=[O:8])[CH2:5][CH2:6][CH2:7][C:2]=2[N:1]=1, predict the reactants needed to synthesize it. The reactants are: [NH2:1][C:2]1[CH2:7][CH2:6][CH2:5][C:4](=[O:8])[CH:3]=1.[CH:9](=O)[CH2:10][C:11]#[CH:12]. (3) Given the product [CH2:1]([O:8][C:9]1[CH:10]=[CH:11][C:12]2[O:19][CH2:20][C@H:21]([CH2:23][OH:22])[O:15][C:13]=2[CH:14]=1)[C:2]1[CH:3]=[CH:4][CH:5]=[CH:6][CH:7]=1, predict the reactants needed to synthesize it. The reactants are: [CH2:1]([O:8][C:9]1[CH:10]=[CH:11][C:12]([O:19][CH2:20][C@H:21]2[CH2:23][O:22]2)=[C:13]([O:15]C(=O)C)[CH:14]=1)[C:2]1[CH:7]=[CH:6][CH:5]=[CH:4][CH:3]=1.[OH-].[Na+]. (4) Given the product [Cl:25][C:19]1[CH:20]=[C:21]([Cl:24])[CH:22]=[CH:23][C:18]=1[CH2:17][CH2:16][O:15][C:7]1[CH:6]=[C:5]([CH:10]=[CH:9][C:8]=1[O:11][CH:12]([CH3:14])[CH3:13])[C:4]([OH:26])=[O:3], predict the reactants needed to synthesize it. The reactants are: C([O:3][C:4](=[O:26])[C:5]1[CH:10]=[CH:9][C:8]([O:11][CH:12]([CH3:14])[CH3:13])=[C:7]([O:15][CH2:16][CH2:17][C:18]2[CH:23]=[CH:22][C:21]([Cl:24])=[CH:20][C:19]=2[Cl:25])[CH:6]=1)C.O.[OH-].[Na+].Cl. (5) Given the product [O:5]=[C:3]([C:6]1[S:7][CH:8]=[CH:9][N:10]=1)[CH2:4][C:15]([O:16][CH2:17][CH3:18])=[O:19], predict the reactants needed to synthesize it. The reactants are: [H-].[Na+].[C:3]([C:6]1[S:7][CH:8]=[CH:9][N:10]=1)(=[O:5])[CH3:4].C(O)(=O)C.[C:15](=O)([O:19]CC)[O:16][CH2:17][CH3:18]. (6) Given the product [ClH:37].[CH:39]1([O:38][C:34](=[O:45])[O:35][CH2:36][N:30]2[C:31]3[C:26](=[CH:25][CH:24]=[C:23]([O:22][CH2:21][CH2:20][CH2:19][CH2:18][N:15]4[CH2:14][CH2:13][N:12]([C:8]5[C:5]6[CH:6]=[CH:7][S:3][C:4]=6[CH:11]=[CH:10][CH:9]=5)[CH2:17][CH2:16]4)[CH:32]=3)[CH:27]=[CH:28][C:29]2=[O:33])[CH2:44][CH2:43][CH2:42][CH2:41][CH2:40]1, predict the reactants needed to synthesize it. The reactants are: [H-].[Na+].[S:3]1[CH:7]=[CH:6][C:5]2[C:8]([N:12]3[CH2:17][CH2:16][N:15]([CH2:18][CH2:19][CH2:20][CH2:21][O:22][C:23]4[CH:32]=[C:31]5[C:26]([CH:27]=[CH:28][C:29](=[O:33])[NH:30]5)=[CH:25][CH:24]=4)[CH2:14][CH2:13]3)=[CH:9][CH:10]=[CH:11][C:4]1=2.[C:34](=[O:45])([O:38][CH:39]1[CH2:44][CH2:43][CH2:42][CH2:41][CH2:40]1)[O:35][CH2:36][Cl:37].Cl. (7) Given the product [NH2:18][CH2:17][C:15]1[CH:14]=[CH:13][C:11]2[S:12][C:8]([C:6]3[CH:5]=[CH:4][N:3]=[C:2]([NH2:1])[N:7]=3)=[C:9]([CH3:19])[C:10]=2[CH:16]=1, predict the reactants needed to synthesize it. The reactants are: [NH2:1][C:2]1[N:7]=[C:6]([C:8]2[S:12][C:11]3[CH:13]=[CH:14][C:15]([C:17]#[N:18])=[CH:16][C:10]=3[C:9]=2[CH3:19])[CH:5]=[CH:4][N:3]=1.[H-].[H-].[H-].[H-].[Li+].[Al+3].